From a dataset of Catalyst prediction with 721,799 reactions and 888 catalyst types from USPTO. Predict which catalyst facilitates the given reaction. (1) Reactant: [NH2:1][C:2]1[CH:30]=[CH:29][C:5]([O:6][C:7]2[CH:12]=[CH:11][N:10]=[C:9]3[CH:13]=[C:14]([C:16]4[CH:17]=[N:18][N:19]([CH2:21][CH2:22][N:23]5[CH2:27][CH2:26][CH2:25][C:24]5=[O:28])[CH:20]=4)[S:15][C:8]=23)=[C:4]([F:31])[CH:3]=1.[N:32]1[CH:37]=[CH:36][CH:35]=C[CH:33]=1.ClC(OC1C=CC=CC=1)=[O:40].C1(N)CC1. Product: [CH:37]1([NH:32][C:33]([NH:1][C:2]2[CH:30]=[CH:29][C:5]([O:6][C:7]3[CH:12]=[CH:11][N:10]=[C:9]4[CH:13]=[C:14]([C:16]5[CH:17]=[N:18][N:19]([CH2:21][CH2:22][N:23]6[CH2:27][CH2:26][CH2:25][C:24]6=[O:28])[CH:20]=5)[S:15][C:8]=34)=[C:4]([F:31])[CH:3]=2)=[O:40])[CH2:35][CH2:36]1. The catalyst class is: 3. (2) Reactant: [CH2:1]([P:7](=[O:10])([OH:9])[OH:8])[CH2:2][P:3](=[O:6])([OH:5])[OH:4].C(Cl)(=O)C(Cl)=O.[F:17]/[CH:18]=[C:19]1/[C@H:20]([N:27]2[CH:34]=[CH:33][C:31]([NH2:32])=[N:30][C:28]2=[O:29])[O:21][C@H:22]([CH2:25]O)[C@H:23]/1[OH:24]. Product: [CH2:1]([P:7]([O:9][CH2:25][C@H:22]1[O:21][C@@H:20]([N:27]2[CH:34]=[CH:33][C:31]([NH2:32])=[N:30][C:28]2=[O:29])/[C:19](=[CH:18]/[F:17])/[C@@H:23]1[OH:24])(=[O:8])[OH:10])[CH2:2][P:3](=[O:5])([OH:4])[OH:6]. The catalyst class is: 3. (3) Reactant: [Br:1][C:2]1[CH:3]=[N:4][C:5]2[CH:6]=[CH:7][CH:8]=[N+:9]([O-])[C:10]=2[CH:11]=1.C1(C)C=CC(S(Cl)(=O)=[O:20])=CC=1.C(=O)([O-])[O-].[K+].[K+].O. Product: [Br:1][C:2]1[CH:11]=[C:10]2[C:5]([CH:6]=[CH:7][C:8](=[O:20])[NH:9]2)=[N:4][CH:3]=1. The catalyst class is: 22. (4) Reactant: [C:1]([CH:4]([C:20](=[O:23])[CH2:21][CH3:22])[CH2:5][C:6]([C:8]1[CH:9]=[C:10]2[C:15](=[CH:16][CH:17]=1)[O:14][CH2:13][CH2:12][C:11]2([CH3:19])[CH3:18])=O)(=O)[CH3:2].[NH2:24][C:25]1[CH:30]=[CH:29][C:28]([S:31]([NH2:34])(=[O:33])=[O:32])=[CH:27][CH:26]=1.N. Product: [CH3:19][C:11]1([CH3:18])[C:10]2[C:15](=[CH:16][CH:17]=[C:8]([C:6]3[N:24]([C:25]4[CH:30]=[CH:29][C:28]([S:31]([NH2:34])(=[O:32])=[O:33])=[CH:27][CH:26]=4)[C:1]([CH3:2])=[C:4]([C:20](=[O:23])[CH2:21][CH3:22])[CH:5]=3)[CH:9]=2)[O:14][CH2:13][CH2:12]1. The catalyst class is: 671. (5) Reactant: [NH:1]([C:3]1[CH:21]=[CH:20][C:6]([C:7]([NH:9][C:10]2[CH:15]=[CH:14][C:13]([C:16]([F:19])([F:18])[F:17])=[CH:12][CH:11]=2)=[O:8])=[CH:5][N:4]=1)[NH2:2].[C:22]([NH:25][CH:26]([C:32](=O)[CH3:33])[C:27](OCC)=[O:28])(=[O:24])[CH3:23]. Product: [C:22]([NH:25][C:26]1[C:27](=[O:28])[N:1]([C:3]2[CH:21]=[CH:20][C:6]([C:7]([NH:9][C:10]3[CH:11]=[CH:12][C:13]([C:16]([F:19])([F:17])[F:18])=[CH:14][CH:15]=3)=[O:8])=[CH:5][N:4]=2)[NH:2][C:32]=1[CH3:33])(=[O:24])[CH3:23]. The catalyst class is: 8. (6) Reactant: [NH:1]1[C:9]2[C:4](=[CH:5][CH:6]=[CH:7][CH:8]=2)[CH:3]=[C:2]1[CH2:10][C:11]([O:13][CH2:14][CH3:15])=[O:12].[C:16](=O)([O:22]C(C)(C)C)[O:17][C:18]([CH3:21])([CH3:20])[CH3:19]. Product: [CH2:14]([O:13][C:11]([CH2:10][C:2]1[N:1]([C:16]([O:17][C:18]([CH3:21])([CH3:20])[CH3:19])=[O:22])[C:9]2[C:4]([CH:3]=1)=[CH:5][CH:6]=[CH:7][CH:8]=2)=[O:12])[CH3:15]. The catalyst class is: 112. (7) Reactant: [CH:1]1([C@H:7]([NH:12][C:13]([C:15]2[O:16][C:17]([C:20]3[CH:29]=[CH:28][C:23]4[N:24]=[C:25]([NH2:27])[NH:26][C:22]=4[CH:21]=3)=[CH:18][CH:19]=2)=[O:14])[C:8](=[O:11])[NH:9][CH3:10])[CH2:6][CH2:5][CH2:4][CH2:3][CH2:2]1.[C:30](OC(=O)C)(=[O:32])[CH3:31]. Product: [CH:1]1([C@H:7]([NH:12][C:13]([C:15]2[O:16][C:17]([C:20]3[CH:29]=[CH:28][C:23]4[N:24]=[C:25]([NH:27][C:30](=[O:32])[CH3:31])[NH:26][C:22]=4[CH:21]=3)=[CH:18][CH:19]=2)=[O:14])[C:8](=[O:11])[NH:9][CH3:10])[CH2:6][CH2:5][CH2:4][CH2:3][CH2:2]1. The catalyst class is: 17.